From a dataset of Retrosynthesis with 50K atom-mapped reactions and 10 reaction types from USPTO. Predict the reactants needed to synthesize the given product. (1) Given the product CSc1ncc(-c2ccccc2C)c(C(=O)N(C)Cc2cc(Cl)cc(Cl)c2)n1, predict the reactants needed to synthesize it. The reactants are: CI.CSc1ncc(-c2ccccc2C)c(C(=O)NCc2cc(Cl)cc(Cl)c2)n1. (2) Given the product Oc1c(Cl)cc2c(O)cccc2c1F, predict the reactants needed to synthesize it. The reactants are: Oc1cccc2c(F)c(OCc3ccccc3)c(Cl)cc12. (3) Given the product CNCCOCC1COc2ccccc2-c2c(C3CCCCC3)c3ccc(C(=O)NS(=O)(=O)N(C)CC(OC)OC)cc3n2C1, predict the reactants needed to synthesize it. The reactants are: COC(CN(C)S(=O)(=O)NC(=O)c1ccc2c(C3CCCCC3)c3n(c2c1)CC(COCCN(C)Cc1ccccc1)COc1ccccc1-3)OC.